This data is from Catalyst prediction with 721,799 reactions and 888 catalyst types from USPTO. The task is: Predict which catalyst facilitates the given reaction. (1) Reactant: [H-].[Al+3].[Li+].[H-].[H-].[H-].[CH3:7][C:8]1[C:17]([N:18]2[C:22]3[CH:23]=[CH:24][C:25]([C:27]([F:30])([F:29])[F:28])=[CH:26][C:21]=3[N:20]=[C:19]2[C@H:31]2[CH2:35][CH2:34][CH2:33][O:32]2)=[CH:16][CH:15]=[CH:14][C:9]=1[C:10](OC)=[O:11].O.O.O.O.O.O.O.O.O.O.[O-]S([O-])(=O)=O.[Na+].[Na+]. Product: [CH3:7][C:8]1[C:17]([N:18]2[C:22]3[CH:23]=[CH:24][C:25]([C:27]([F:29])([F:30])[F:28])=[CH:26][C:21]=3[N:20]=[C:19]2[C@H:31]2[CH2:35][CH2:34][CH2:33][O:32]2)=[CH:16][CH:15]=[CH:14][C:9]=1[CH2:10][OH:11]. The catalyst class is: 7. (2) Reactant: Cl[C:2]1[CH:3]=[CH:4][C:5]2[N:6]([C:8]([C:11]([F:14])([F:13])[F:12])=[N:9][N:10]=2)[N:7]=1.[N:15]1[CH:20]=[CH:19][CH:18]=[C:17]([C:21]2([OH:27])[CH2:26][CH2:25][NH:24][CH2:23][CH2:22]2)[CH:16]=1.CCN(C(C)C)C(C)C. Product: [N:15]1[CH:20]=[CH:19][CH:18]=[C:17]([C:21]2([OH:27])[CH2:22][CH2:23][N:24]([C:2]3[CH:3]=[CH:4][C:5]4[N:6]([C:8]([C:11]([F:14])([F:13])[F:12])=[N:9][N:10]=4)[N:7]=3)[CH2:25][CH2:26]2)[CH:16]=1. The catalyst class is: 18.